Dataset: Drug-target binding data from BindingDB using IC50 measurements. Task: Regression. Given a target protein amino acid sequence and a drug SMILES string, predict the binding affinity score between them. We predict pIC50 (pIC50 = -log10(IC50 in M); higher means more potent). Dataset: bindingdb_ic50. (1) The drug is O=P(O)(O)C(O)(Cc1cccc(-c2cccc3c2oc2ccccc23)c1)P(=O)(O)O. The target protein (P9WJ60) has sequence MNLVSEKEFLDLPLVSVAEIVRCRGPKVSVFPFDGTRRWFHLECNPQYDDYQQAALRQSIRILKMLFEHGIETVISPIFSDDLLDRGDRYIVQALEGMALLANDEEILSFYKEHEVHVLFYGDYKKRLPSTAQGAAVVKSFDDLTISTSSNTEHRLCFGVFGNDAAESVAQFSISWNETHGKPPTRREIIEGYYGEYVDKADMFIGFGRFSTFDFPLLSSGKTSLYFTVAPSYYMTETTLRRILYDHIYLRHFRPKPDYSAMSADQLNVLRNRYRAQPDRVFGVGCVHDGIWFAEG. The pIC50 is 6.7. (2) The target protein (P32929) has sequence MQEKDASSQGFLPHFQHFATQAIHVGQDPEQWTSRAVVPPISLSTTFKQGAPGQHSGFEYSRSGNPTRNCLEKAVAALDGAKYCLAFASGLAATVTITHLLKAGDQIICMDDVYGGTNRYFRQVASEFGLKISFVDCSKIKLLEAAITPETKLVWIETPTNPTQKVIDIEGCAHIVHKHGDIILVVDNTFMSPYFQRPLALGADISMYSATKYMNGHSDVVMGLVSVNCESLHNRLRFLQNSLGAVPSPIDCYLCNRGLKTLHVRMEKHFKNGMAVAQFLESNPWVEKVIYPGLPSHPQHELVKRQCTGCTGMVTFYIKGTLQHAEIFLKNLKLFTLAESLGGFESLAELPAIMTHASVLKNDRDVLGISDTLIRLSVGLEDEEDLLEDLDQALKAAHPPSGSHS. The pIC50 is 5.0. The small molecule is Clc1ccc(/C=N/Nc2nnn[nH]2)cc1. (3) The drug is Cc1ccc2[nH]c(-c3ccc(-n4nc5c(c4C)N(C)S(=O)(=O)c4ccccc4-5)cc3)nc2c1. The target protein (P81908) has sequence EEDIIITTKNGKVRGMNLPVLGGTVTAFLGIPYAQPPLGRLRFKKPQSLTKWSNIWNATKYANSCYQNTDQSFPGFLGSEMWNPNTELSEDCLYLNVWIPAPKPKNATVMIWIYGGGFQTGTSSLPVYDGKFLARVERVIVVSMNYRVGALGFLALSENPEAPGNMGLFDQQLALQWVQKNIAAFGGNPRSVTLFGESAGAASVSLHLLSPRSQPLFTRAILQSGSSNAPWAVTSLYEARNRTLTLAKRMGCSRDNETEMIKCLRDKDPQEILLNEVFVVPYDTLLSVNFGPTVDGDFLTDMPDTLLQLGQFKRTQILVGVNKDEGTAFLVYGAPGFSKDNNSIITRKEFQEGLKIFFPRVSEFGRESILFHYMDWLDDQRAENYREALDDVVGDYNIICPALEFTRKFSELGNDAFFYYFEHRSTKLPWPEWMGVMHGYEIEFVFGLPLERRVNYTRAEEILSRSIMKRWANFAKYGNPNGTQNNSTRWPVFKSTEQKY.... The pIC50 is 7.4. (4) The small molecule is NCCCC(=O)O. The target protein (P23978) has sequence MATDNSKVADGQISTEVSEAPVASDKPKTLVVKVQKKAGDLPDRDTWKGRFDFLMSCVGYAIGLGNVWRFPYLCGKNGGGAFLIPYFLTLIFAGVPLFLLECSLGQYTSIGGLGVWKLAPMFKGVGLAAAVLSFWLNIYYIVIISWAIYYLYNSFTTTLPWKQCDNPWNTDRCFSNYSLVNTTNMTSAVVEFWERNMHQMTDGLDKPGQIRWPLAITLAIAWVLVYFCIWKGVGWTGKVVYFSATYPYIMLIILFFRGVTLPGAKEGILFYITPNFRKLSDSEVWLDAATQIFFSYGLGLGSLIALGSYNSFHNNVYRDSIIVCCINSCTSMFAGFVIFSIVGFMAHVTKRSIADVAASGPGLAFLAYPEAVTQLPISPLWAILFFSMLLMLGIDSQFCTVEGFITALVDEYPRLLRNRRELFIAAVCIVSYLIGLSNITQGGIYVFKLFDYYSASGMSLLFLVFFECVSISWFYGVNRFYDNIQEMVGSRPCIWWKLCW.... The pIC50 is 5.6. (5) The drug is N#Cc1ccc(N2CCC(c3cn(Cc4ccccc4)c4ccccc34)CC2)nc1. The target protein (P56726) has sequence MAAGRPVRGPELAPRRLLQLLLLVLLGGPGRGAALSGNVTGPGPHSASGSSRRDVPVTSPPPPLLSHCGRAAHCEPLRYNVCLGSALPYGATTTLLAGDSDSQEEAHGKLVLWSGLRNAPRCWAVIQPLLCAVYMPKCENDRVELPSRTLCQATRGPCAIVERERGWPDFLRCTPDHFPEGCPNEVQNIKFNSSGQCEAPLVRTDNPKSWYEDVEGCGIQCQNPLFTEAEHQDMHSYIAAFGAVTGLCTLFTLATFVADWRNSNRYPAVILFYVNACFFVGSIGWLAQFMDGARREIVCRADGTMRFGEPTSSETLSCVIIFVIVYYALMAGVVWFVVLTYAWHTSFKALGTTYQPLSGKTSYFHLLTWSLPFVLTVAILAVAQVDGDSVSGICFVGYKNYRYRAGFVLAPIGLVLIVGGYFLIRGVMTLFSIKSNHPGLLSEKAASKINETMLRLGIFGFLAFGFVLITFSCHFYDFFNQAEWERSFRDYVLCQANVTI.... The pIC50 is 6.4. (6) The compound is O=C1Nc2ccccc2C1C=Nc1ccccc1. The target protein sequence is MDYNMDYAPHEVISQQGERFVDKYVDRKILKNKKSLLVIISLSVLSVVGFVLFYFTPNSRKSDLFKNSSVENNNDDYIINSLLKSPNGKKFIVSKIDEALSFYDSKKNDINKYNEGNNNNNADFKGLSLFKENTPSNNFIHNKDYFINFFDNKFLMNNAEHINQFYMFIKTNNKQYNSPNEMKERFQVFLQNAHKVNMHNNNKNSLYKKELNRFADLTYHEFKNKYLSLRSSKPLKNSKYLLDQMNYEEVIKKYRGEENFDHAAYDWRLHSGVTPVKDQKNCGSCWAFSSIGSVESQYAIRKNKLITLSEQELVDCSFKNYGCNGGLINNAFEDMIELGGICPDGDYPYVSDAPNLCNIDRCTEKYGIKNYLSVPDNKLKEALRFLGPISISVAVSDDFAFYKEGIFDGECGDELNHAVMLVGFGMKEIVNPLTKKGEKHYYYIIKNSWGQQWGERGFINIETDESGLMRKCGLGTDAFIPLIE. The pIC50 is 4.3. (7) The small molecule is Cn1nccc1-c1ccc(OCC(=O)Nc2ccc(-c3ccccc3)cc2)cc1. The target protein (Q9H237) has sequence MATFSRQEFFQQLLQGCLLPTAQQGLDQIWLLLAICLACRLLWRLGLPSYLKHASTVAGGFFSLYHFFQLHMVWVVLLSLLCYLVLFLCRHSSHRGVFLSVTILIYLLMGEMHMVDTVTWHKMRGAQMIVAMKAVSLGFDLDRGEVGTVPSPVEFMGYLYFVGTIVFGPWISFHSYLQAVQGRPLSCRWLQKVARSLALALLCLVLSTCVGPYLFPYFIPLNGDRLLRNKKRKARGTMVRWLRAYESAVSFHFSNYFVGFLSEATATLAGAGFTEEKDHLEWDLTVSKPLNVELPRSMVEVVTSWNLPMSYWLNNYVFKNALRLGTFSAVLVTYAASALLHGFSFHLAAVLLSLAFITYVEHVLRKRLARILSACVLSKRCPPDCSHQHRLGLGVRALNLLFGALAIFHLAYLGSLFDVDVDDTTEEQGYGMAYTVHKWSELSWASHWVTFGCWIFYRLIG. The pIC50 is 8.4. (8) The small molecule is CSCC[C@H](NC(=O)[C@H](CC(C)C)NC(C)=O)C(=O)N[C@@H](CC(C)C)[C@@H](O)[C@@H]1CC(=O)C[C@H]1C(=O)N[C@@H](C)C(=O)O. The target protein sequence is MAQALPWLLLWMGAGVLPAHGTQHGIRLPLRSGLGGAPLGLRLPRETDEEPEEPGRRGSFVEMVDNLRGKSGQGYYVEMTVGSPPQTLNILVDTGSSNFAVGAAPHPFLHRYYQRQLSSTYRDLRKGVYVPYTQGKWEGELGTDLVSIPHGPNVTVRANIAAITESDKFFINGSNWEGILGLAYAEIARPDDSLEPFFDSLVKQTHVPNLFSLQLCGAGFPLNQSEVLASVGGSMIIGGIDHSLYTGSLWYTPIRREWYYEVIIVRVEINGQDLKMDCKEYNYDKSIVDSGTTNLRLPKKVFEAAVKSIKAASSTEKFPDGFWLGEQLVCWQAGTTPWNIFPVISLYLMGEVTNQSFRITILPQQYLRPVEDVATSQDDCYKFAISQSSTGTVMGAVIMEGFYVVFDRARKRIGFAVSACHVHDEFRTAAVEGPFVTLDMEDCGYNIPQTDES. The pIC50 is 6.1.